Dataset: Reaction yield outcomes from USPTO patents with 853,638 reactions. Task: Predict the reaction yield, written as a fraction of the theoretical maximum amount of product (1.0 means a 100% yield; for example, 0.34 means a 34% yield). (1) The reactants are CS(Cl)(=O)=O.[Br:6][C:7]1[CH:12]=[CH:11][C:10]([CH2:13][CH2:14]O)=[CH:9][CH:8]=1.C(N(CC)CC)C.[NH:23]1[CH2:28][CH2:27][CH2:26][CH2:25][CH2:24]1.C(=O)([O-])[O-].[K+].[K+]. The catalyst is C(Cl)Cl.C(#N)C. The product is [Br:6][C:7]1[CH:12]=[CH:11][C:10]([CH2:13][CH2:14][N:23]2[CH2:28][CH2:27][CH2:26][CH2:25][CH2:24]2)=[CH:9][CH:8]=1. The yield is 0.950. (2) The reactants are [CH3:1][C:2]1[N:7]=[C:6]([C:8]2[CH:13]=[CH:12][N:11]=[C:10]([C:14]3[CH:15]=[C:16]([NH2:20])[CH:17]=[CH:18][CH:19]=3)[CH:9]=2)[CH:5]=[C:4]([C:21]2[CH:26]=[CH:25][C:24]([C:27]([F:30])([F:29])[F:28])=[CH:23][CH:22]=2)[CH:3]=1.[CH3:31][S:32](Cl)(=[O:34])=[O:33]. The catalyst is CCOC(C)=O.C([O-])(O)=O.[Na+]. The product is [CH3:1][C:2]1[N:7]=[C:6]([C:8]2[CH:13]=[CH:12][N:11]=[C:10]([C:14]3[CH:15]=[C:16]([NH:20][S:32]([CH3:31])(=[O:34])=[O:33])[CH:17]=[CH:18][CH:19]=3)[CH:9]=2)[CH:5]=[C:4]([C:21]2[CH:26]=[CH:25][C:24]([C:27]([F:28])([F:30])[F:29])=[CH:23][CH:22]=2)[CH:3]=1. The yield is 0.290. (3) The reactants are [CH2:1]([N:3]([CH2:29][CH3:30])[CH2:4][CH2:5][N:6]1[CH2:11][CH2:10][C:9]2[NH:12][C:13]([CH:16]=[C:17]3[C:25]4[C:20](=[CH:21][CH:22]=[C:23]([F:26])[CH:24]=4)[NH:19][C:18]3=[O:27])=[C:14]([CH3:15])[C:8]=2[C:7]1=[O:28])[CH3:2].C([O-])(=O)C.[Pb+2].C([O-])(=O)C.[OH-].[Na+]. The catalyst is C(O)(=O)C. The product is [CH2:29]([N:3]([CH2:1][CH3:2])[CH2:4][CH2:5][N:6]1[CH:11]=[CH:10][C:9]2[NH:12][C:13]([CH:16]=[C:17]3[C:25]4[C:20](=[CH:21][CH:22]=[C:23]([F:26])[CH:24]=4)[NH:19][C:18]3=[O:27])=[C:14]([CH3:15])[C:8]=2[C:7]1=[O:28])[CH3:30]. The yield is 0.426.